Dataset: Retrosynthesis with 50K atom-mapped reactions and 10 reaction types from USPTO. Task: Predict the reactants needed to synthesize the given product. (1) The reactants are: CCOC(=O)CCc1cc(F)c(OCc2c(-c3ccc4c(c3)CCO4)csc2C(F)(F)F)c(F)c1. Given the product O=C(O)CCc1cc(F)c(OCc2c(-c3ccc4c(c3)CCO4)csc2C(F)(F)F)c(F)c1, predict the reactants needed to synthesize it. (2) Given the product CC(O)Cc1ccccc1, predict the reactants needed to synthesize it. The reactants are: CC(=O)Cc1ccccc1. (3) Given the product CSCC(=O)Nc1ccc(Br)cn1, predict the reactants needed to synthesize it. The reactants are: CSCC(=O)O.Nc1ccc(Br)cn1. (4) Given the product C[C@@](O)(C(=O)Nc1ccc(S(=O)(=O)c2ccc(Br)cc2)cc1Cl)C(F)(F)F, predict the reactants needed to synthesize it. The reactants are: C[C@@](O)(C(=O)O)C(F)(F)F.Nc1ccc(S(=O)(=O)c2ccc(Br)cc2)cc1Cl. (5) Given the product O=C(Oc1ccc(Br)cc1)c1ccccc1, predict the reactants needed to synthesize it. The reactants are: O=C(Cl)c1ccccc1.Oc1ccc(Br)cc1. (6) Given the product COC(C)(C)Cn1ccc([N+](=O)[O-])n1, predict the reactants needed to synthesize it. The reactants are: CC(C)(O)Cn1ccc([N+](=O)[O-])n1.CI.